This data is from Reaction yield outcomes from USPTO patents with 853,638 reactions. The task is: Predict the reaction yield, written as a fraction of the theoretical maximum amount of product (1.0 means a 100% yield; for example, 0.34 means a 34% yield). (1) The reactants are [N:1]1[CH:6]=[CH:5][CH:4]=[C:3]([C:7]2[CH:15]=[C:14]3[C:10]([CH2:11][C:12](=[O:16])[NH:13]3)=[CH:9][CH:8]=2)[CH:2]=1.[CH3:17][N:18]([CH3:34])[CH2:19][CH2:20][CH2:21][NH:22][C:23]([C:25]1[C:29]([CH3:30])=[C:28]([CH:31]=O)[NH:27][C:26]=1[CH3:33])=[O:24]. No catalyst specified. The product is [CH3:34][N:18]([CH3:17])[CH2:19][CH2:20][CH2:21][NH:22][C:23]([C:25]1[C:29]([CH3:30])=[C:28]([CH:31]=[C:11]2[C:10]3[C:14](=[CH:15][C:7]([C:3]4[CH:2]=[N:1][CH:6]=[CH:5][CH:4]=4)=[CH:8][CH:9]=3)[NH:13][C:12]2=[O:16])[NH:27][C:26]=1[CH3:33])=[O:24]. The yield is 0.750. (2) The reactants are Cl[C:2]1[N:7]=[C:6]([C:8]2[S:12][C:11]([CH:13]3[CH2:18][CH2:17][O:16][CH2:15][CH2:14]3)=[N:10][C:9]=2[C:19]2[C:20]([F:34])=[C:21]([NH:25][S:26]([C:29]3[CH:33]=[CH:32][O:31][CH:30]=3)(=[O:28])=[O:27])[CH:22]=[CH:23][CH:24]=2)[CH:5]=[CH:4][N:3]=1.[CH2:35]([CH2:37][NH2:38])[OH:36].CO. The catalyst is C1(C)C=CC=CC=1. The product is [F:34][C:20]1[C:19]([C:9]2[N:10]=[C:11]([CH:13]3[CH2:18][CH2:17][O:16][CH2:15][CH2:14]3)[S:12][C:8]=2[C:6]2[CH:5]=[CH:4][N:3]=[C:2]([NH:38][CH2:37][CH2:35][OH:36])[N:7]=2)=[CH:24][CH:23]=[CH:22][C:21]=1[NH:25][S:26]([C:29]1[CH:33]=[CH:32][O:31][CH:30]=1)(=[O:28])=[O:27]. The yield is 0.437.